This data is from Reaction yield outcomes from USPTO patents with 853,638 reactions. The task is: Predict the reaction yield, written as a fraction of the theoretical maximum amount of product (1.0 means a 100% yield; for example, 0.34 means a 34% yield). (1) The reactants are F[P-](F)(F)(F)(F)F.N1(OC(N(C)C)=[N+](C)C)C2N=CC=CC=2N=N1.[C:25]([O:29][C:30]([NH:32][C:33]1([C:48](O)=[O:49])[CH2:38][CH2:37][N:36]([C:39]2[C:40]3[CH:47]=[CH:46][NH:45][C:41]=3[N:42]=[CH:43][N:44]=2)[CH2:35][CH2:34]1)=[O:31])([CH3:28])([CH3:27])[CH3:26].C(N(C(C)C)C(C)C)C.[Cl:60][C:61]1[CH:66]=[CH:65][C:64]([CH:67]([NH2:72])[CH2:68][CH2:69][O:70][CH3:71])=[CH:63][CH:62]=1. The catalyst is CN1C(=O)CCC1.CCOC(C)=O. The product is [Cl:60][C:61]1[CH:62]=[CH:63][C:64]([CH:67]([NH:72][C:48]([C:33]2([NH:32][C:30](=[O:31])[O:29][C:25]([CH3:28])([CH3:27])[CH3:26])[CH2:34][CH2:35][N:36]([C:39]3[C:40]4[CH:47]=[CH:46][NH:45][C:41]=4[N:42]=[CH:43][N:44]=3)[CH2:37][CH2:38]2)=[O:49])[CH2:68][CH2:69][O:70][CH3:71])=[CH:65][CH:66]=1. The yield is 0.692. (2) The reactants are Cl.[CH3:2][O:3][C:4](=[O:10])[C@@H:5]1[CH2:9][CH2:8][CH2:7][NH:6]1.[NH:11]([C:31]([O:33][C:34]([CH3:37])([CH3:36])[CH3:35])=[O:32])[C@H:12]([C:28](O)=[O:29])[CH2:13][CH2:14][CH2:15][CH2:16][NH:17][C:18]([O:20][CH2:21][C:22]1[CH:27]=[CH:26][CH:25]=[CH:24][CH:23]=1)=[O:19].F[P-](F)(F)(F)(F)F.N1(O[P+](N(C)C)(N(C)C)N(C)C)C2C=CC=CC=2N=N1.CCN(C(C)C)C(C)C. The catalyst is CN(C=O)C. The product is [NH:11]([C:31]([O:33][C:34]([CH3:37])([CH3:36])[CH3:35])=[O:32])[C@H:12]([C:28]([N:6]1[CH2:7][CH2:8][CH2:9][C@H:5]1[C:4]([O:3][CH3:2])=[O:10])=[O:29])[CH2:13][CH2:14][CH2:15][CH2:16][NH:17][C:18]([O:20][CH2:21][C:22]1[CH:23]=[CH:24][CH:25]=[CH:26][CH:27]=1)=[O:19]. The yield is 0.900.